This data is from Experimentally validated miRNA-target interactions with 360,000+ pairs, plus equal number of negative samples. The task is: Binary Classification. Given a miRNA mature sequence and a target amino acid sequence, predict their likelihood of interaction. (1) Result: 0 (no interaction). The miRNA is hsa-miR-519b-5p with sequence CUCUAGAGGGAAGCGCUUUCUG. The protein sequence of the target gene is MVSWIISRLVVLIFGTLYPAYSSYKAVKTKNVKEYVKWMMYWIVFAFFTTAETLTDIILSWFPFYFELKIAFVIWLLSPYTKGSSVLYRKFVHPTLSNKEKEIDEYITQARDKSYETMMRVGKRGLNLAANAAVTAAAKGQGVLSEKLRSFSMQDLTLIRDEDALPLQGPDGRLQPGPVGLLDTIEDLGDEPALSLRSSTSQPDPRTETSEDDLGDKAPKRTKPIKKVPRAEPPASKTLKTRPKKKSSGGGDSA. (2) The protein sequence of the target gene is MPEPAKSAPAPKKGSKKAVTKAQKKDGKKRKRSRKESYSIYVYKVLKQVHPDTGISSKAMGIMNSFVNDIFERIAGEASRLAHYNKRSTITSREIQTAVRLLLPGELAKHAVSEGTKAVTKYTSAK. Result: 0 (no interaction). The miRNA is hsa-miR-1469 with sequence CUCGGCGCGGGGCGCGGGCUCC.